Dataset: M1 muscarinic receptor antagonist screen with 61,756 compounds. Task: Binary Classification. Given a drug SMILES string, predict its activity (active/inactive) in a high-throughput screening assay against a specified biological target. The drug is O=C1N(c2c(C31C1CCCC=C1C(=C(N)C3(C#N)C#N)C#N)cccc2)CC=C. The result is 0 (inactive).